Dataset: Forward reaction prediction with 1.9M reactions from USPTO patents (1976-2016). Task: Predict the product of the given reaction. (1) The product is: [N:12]1[CH:13]=[CH:14][CH:15]=[CH:16][C:11]=1[C:7]1[C:6]([C:4]([OH:5])=[O:3])=[CH:10][O:9][N:8]=1. Given the reactants C([O:3][C:4]([C:6]1[C:7]([C:11]2[CH:16]=[CH:15][CH:14]=[CH:13][N:12]=2)=[N:8][O:9][CH:10]=1)=[O:5])C.O.[OH-].[Li+].CO, predict the reaction product. (2) Given the reactants [CH3:1][O:2][C:3]1[CH:4]=[C:5]([C:11]2[CH:12]=[CH:13][C:14]3[C:19]([N:20]=2)=[C:18]2[N:21]([C:25]4[C:26]([CH3:31])=[N:27][N:28]([CH3:30])[CH:29]=4)[C:22](=[O:24])[NH:23][C:17]2=[CH:16][N:15]=3)[CH:6]=[CH:7][C:8]=1[O:9][CH3:10].[H-].[Na+].I[CH2:35][CH3:36], predict the reaction product. The product is: [CH3:1][O:2][C:3]1[CH:4]=[C:5]([C:11]2[CH:12]=[CH:13][C:14]3[C:19]([N:20]=2)=[C:18]2[N:21]([C:25]4[C:26]([CH3:31])=[N:27][N:28]([CH3:30])[CH:29]=4)[C:22](=[O:24])[N:23]([CH2:35][CH3:36])[C:17]2=[CH:16][N:15]=3)[CH:6]=[CH:7][C:8]=1[O:9][CH3:10]. (3) The product is: [ClH:12].[N:7]1[CH:8]=[CH:9][N:10]=[CH:11][C:6]=1[C:4]([NH2:13])=[NH:5]. Given the reactants C[O-].[Na+].[C:4]([C:6]1[CH:11]=[N:10][CH:9]=[CH:8][N:7]=1)#[N:5].[Cl-:12].[NH4+:13].C(OC)(C)(C)C, predict the reaction product.